From a dataset of NCI-60 drug combinations with 297,098 pairs across 59 cell lines. Regression. Given two drug SMILES strings and cell line genomic features, predict the synergy score measuring deviation from expected non-interaction effect. (1) Drug 1: C1C(C(OC1N2C=C(C(=O)NC2=O)F)CO)O. Drug 2: CS(=O)(=O)CCNCC1=CC=C(O1)C2=CC3=C(C=C2)N=CN=C3NC4=CC(=C(C=C4)OCC5=CC(=CC=C5)F)Cl. Cell line: HCT116. Synergy scores: CSS=21.7, Synergy_ZIP=-0.876, Synergy_Bliss=9.18, Synergy_Loewe=-25.3, Synergy_HSA=-4.22. (2) Drug 1: CC12CCC(CC1=CCC3C2CCC4(C3CC=C4C5=CN=CC=C5)C)O. Drug 2: C1=CC(=C2C(=C1NCCNCCO)C(=O)C3=C(C=CC(=C3C2=O)O)O)NCCNCCO. Cell line: U251. Synergy scores: CSS=53.8, Synergy_ZIP=4.44, Synergy_Bliss=2.74, Synergy_Loewe=-13.7, Synergy_HSA=4.37. (3) Cell line: NCI-H460. Drug 2: C1CC(C1)(C(=O)O)C(=O)O.[NH2-].[NH2-].[Pt+2]. Drug 1: C1C(C(OC1N2C=NC3=C(N=C(N=C32)Cl)N)CO)O. Synergy scores: CSS=29.4, Synergy_ZIP=2.92, Synergy_Bliss=4.38, Synergy_Loewe=2.19, Synergy_HSA=2.09. (4) Drug 1: CCCS(=O)(=O)NC1=C(C(=C(C=C1)F)C(=O)C2=CNC3=C2C=C(C=N3)C4=CC=C(C=C4)Cl)F. Drug 2: CC1=CC2C(CCC3(C2CCC3(C(=O)C)OC(=O)C)C)C4(C1=CC(=O)CC4)C. Cell line: HOP-92. Synergy scores: CSS=-10.2, Synergy_ZIP=4.69, Synergy_Bliss=-0.962, Synergy_Loewe=-11.2, Synergy_HSA=-9.71. (5) Synergy scores: CSS=8.15, Synergy_ZIP=-3.48, Synergy_Bliss=1.80, Synergy_Loewe=-13.8, Synergy_HSA=-2.76. Drug 1: CC1=C(C(CCC1)(C)C)C=CC(=CC=CC(=CC(=O)O)C)C. Cell line: NCI-H460. Drug 2: C1=NC2=C(N1)C(=S)N=CN2. (6) Drug 1: C(=O)(N)NO. Drug 2: CN(CCCl)CCCl.Cl. Cell line: UO-31. Synergy scores: CSS=9.79, Synergy_ZIP=-0.686, Synergy_Bliss=-0.229, Synergy_Loewe=-16.0, Synergy_HSA=-8.16. (7) Drug 1: C1CC(=O)NC(=O)C1N2C(=O)C3=CC=CC=C3C2=O. Drug 2: N.N.Cl[Pt+2]Cl. Cell line: HCT116. Synergy scores: CSS=26.6, Synergy_ZIP=3.48, Synergy_Bliss=3.96, Synergy_Loewe=-18.4, Synergy_HSA=0.882. (8) Drug 1: CC1C(C(=O)NC(C(=O)N2CCCC2C(=O)N(CC(=O)N(C(C(=O)O1)C(C)C)C)C)C(C)C)NC(=O)C3=C4C(=C(C=C3)C)OC5=C(C(=O)C(=C(C5=N4)C(=O)NC6C(OC(=O)C(N(C(=O)CN(C(=O)C7CCCN7C(=O)C(NC6=O)C(C)C)C)C)C(C)C)C)N)C. Drug 2: CC12CCC3C(C1CCC2O)C(CC4=C3C=CC(=C4)O)CCCCCCCCCS(=O)CCCC(C(F)(F)F)(F)F. Cell line: MDA-MB-231. Synergy scores: CSS=55.9, Synergy_ZIP=31.0, Synergy_Bliss=33.4, Synergy_Loewe=25.0, Synergy_HSA=25.6.